Predict the reaction yield, written as a fraction of the theoretical maximum amount of product (1.0 means a 100% yield; for example, 0.34 means a 34% yield). From a dataset of Reaction yield outcomes from USPTO patents with 853,638 reactions. (1) The reactants are C(NC(C)C)(C)C.C([Li])CCC.[CH3:13][S:14][C:15]1[CH:20]=[CH:19][C:18]([CH2:21][C:22]([OH:24])=[O:23])=[CH:17][CH:16]=1.I[CH2:26][CH:27]1[CH2:31][CH2:30][CH2:29][CH2:28]1. The catalyst is O1CCCC1.CN1CCCN(C)C1=O. The product is [CH:27]1([CH2:26][CH:21]([C:18]2[CH:17]=[CH:16][C:15]([S:14][CH3:13])=[CH:20][CH:19]=2)[C:22]([OH:24])=[O:23])[CH2:31][CH2:30][CH2:29][CH2:28]1. The yield is 0.350. (2) The reactants are Br[C:2]1[N:3]=[C:4]2[C:10]3[CH:11]=[CH:12][CH:13]=[CH:14][C:9]=3[NH:8][C:7]3[N:15]=[CH:16][CH:17]=[CH:18][C:6]=3[N:5]2[C:19]=1[C:20]1[CH:25]=[CH:24][C:23]([C:26]2([NH:30][C:31](=[O:37])[O:32][C:33]([CH3:36])([CH3:35])[CH3:34])[CH2:29][CH2:28][CH2:27]2)=[CH:22][CH:21]=1.[CH3:38][O:39][C:40]([C:42]1[N:47]=[CH:46][C:45](B(O)O)=[CH:44][CH:43]=1)=[O:41].C([O-])([O-])=O.[Na+].[Na+].C(=O)([O-])[O-].[K+].[K+].IC. The catalyst is CN(C=O)C.CCOC(C)=O.CC(P(C(C)(C)C)C1C=CC(N(C)C)=CC=1)(C)C.CC(P(C(C)(C)C)C1C=CC(N(C)C)=CC=1)(C)C.Cl[Pd]Cl. The product is [C:33]([O:32][C:31]([NH:30][C:26]1([C:23]2[CH:22]=[CH:21][C:20]([C:19]3[N:5]4[C:6]5[CH:18]=[CH:17][CH:16]=[N:15][C:7]=5[NH:8][C:9]5[CH:14]=[CH:13][CH:12]=[CH:11][C:10]=5[C:4]4=[N:3][C:2]=3[C:45]3[CH:44]=[CH:43][C:42]([C:40]([O:39][CH3:38])=[O:41])=[N:47][CH:46]=3)=[CH:25][CH:24]=2)[CH2:27][CH2:28][CH2:29]1)=[O:37])([CH3:35])([CH3:34])[CH3:36]. The yield is 0.950. (3) The reactants are [C:1]([OH:4])(=[O:3])[CH3:2].[CH3:5][N:6]([C:8]([NH:10][C:11]([NH2:13])=[NH:12])=[NH:9])[CH3:7]. The catalyst is CC(C)=O. The product is [CH3:5][N:6]([C:8]([NH:10][C:11]([NH2:13])=[NH:12])=[NH:9])[CH3:7].[C:1]([O-:4])(=[O:3])[CH3:2]. The yield is 0.595. (4) The reactants are [NH2:1][C:2]1[CH:7]=[CH:6][C:5]([CH2:8][C:9]([O:11][CH3:12])=[O:10])=[C:4]([F:13])[C:3]=1[OH:14].[Cl:15][C:16]1[CH:17]=[CH:18][C:19]([CH3:25])=[C:20]([N:22]=[C:23]=S)[CH:21]=1. The catalyst is CO. The product is [Cl:15][C:16]1[CH:17]=[CH:18][C:19]([CH3:25])=[C:20]([NH:22][C:23]2[O:14][C:3]3[C:4]([F:13])=[C:5]([CH2:8][C:9]([O:11][CH3:12])=[O:10])[CH:6]=[CH:7][C:2]=3[N:1]=2)[CH:21]=1. The yield is 1.00. (5) The reactants are C([O:3][C:4]([C:6]1[N:11]=[C:10]2[N:12]([CH2:15][C:16]3[CH:17]=[C:18]4[C:23](=[CH:24][CH:25]=3)[N:22]=[CH:21][CH:20]=[CH:19]4)[N:13]=[N:14][C:9]2=[N:8][CH:7]=1)=[CH2:5])C.Cl. The catalyst is C(O)(=O)C. The product is [N:22]1[C:23]2[C:18](=[CH:17][C:16]([CH2:15][N:12]3[C:10]4=[N:11][C:6]([C:4](=[O:3])[CH3:5])=[CH:7][N:8]=[C:9]4[N:14]=[N:13]3)=[CH:25][CH:24]=2)[CH:19]=[CH:20][CH:21]=1. The yield is 0.910. (6) The reactants are [NH2:1][C:2]1[CH:3]=[C:4]([CH:19]=[CH:20][CH:21]=1)[O:5][C:6]1[C:15]2[C:10](=[CH:11][C:12]([OH:18])=[C:13]([O:16][CH3:17])[CH:14]=2)[N:9]=[CH:8][N:7]=1.[C:22]([C:26]1[O:30][N:29]=[C:28]([NH:31][C:32](=O)[O:33]C2C=CC=CC=2)[CH:27]=1)([CH3:25])([CH3:24])[CH3:23]. The catalyst is CN(C)C=O. The product is [C:22]([C:26]1[O:30][N:29]=[C:28]([NH:31][C:32]([NH:1][C:2]2[CH:21]=[CH:20][CH:19]=[C:4]([O:5][C:6]3[C:15]4[C:10](=[CH:11][C:12]([OH:18])=[C:13]([O:16][CH3:17])[CH:14]=4)[N:9]=[CH:8][N:7]=3)[CH:3]=2)=[O:33])[CH:27]=1)([CH3:25])([CH3:23])[CH3:24]. The yield is 0.820. (7) The reactants are Br[CH2:2][CH2:3][CH2:4][NH:5][C:6]1[C:7](=[O:23])[N:8]([C:19]([CH3:22])([CH3:21])[CH3:20])[S:9](=[O:18])(=[O:17])[C:10]=1[C:11]1[CH:16]=[CH:15][CH:14]=[CH:13][CH:12]=1.[OH:24][C:25]1[CH:26]=[N:27][CH:28]=[CH:29][CH:30]=1.C([O-])([O-])=O.[K+].[K+]. The catalyst is CC#N. The product is [C:19]([N:8]1[C:7](=[O:23])[C:6]([NH:5][CH2:4][CH2:3][CH2:2][O:24][C:25]2[CH:26]=[N:27][CH:28]=[CH:29][CH:30]=2)=[C:10]([C:11]2[CH:16]=[CH:15][CH:14]=[CH:13][CH:12]=2)[S:9]1(=[O:18])=[O:17])([CH3:22])([CH3:21])[CH3:20]. The yield is 0.450. (8) The reactants are [CH3:1][C:2]1[N:7]=[C:6]([S:8][CH2:9][CH2:10][OH:11])[CH:5]=[CH:4][C:3]=1[N+:12]([O-:14])=[O:13].N1C=CN=C1.[C:20]([Si:24](Cl)([CH3:26])[CH3:25])([CH3:23])([CH3:22])[CH3:21]. The catalyst is CN(C=O)C. The product is [C:20]([Si:24]([CH3:26])([CH3:25])[O:11][CH2:10][CH2:9][S:8][C:6]1[N:7]=[C:2]([CH3:1])[C:3]([N+:12]([O-:14])=[O:13])=[CH:4][CH:5]=1)([CH3:23])([CH3:22])[CH3:21]. The yield is 0.480. (9) The reactants are Cl[C:2]1[C:7]([C:8]#[N:9])=[CH:6][N:5]=[C:4]2[C:10]3[CH:16]=[CH:15][CH:14]=[CH:13][C:11]=3[S:12][C:3]=12.[O:17]([C:24]1[CH:30]=[CH:29][C:27]([NH2:28])=[CH:26][CH:25]=1)[C:18]1[CH:23]=[CH:22][CH:21]=[CH:20][CH:19]=1. The catalyst is C(OCCO)C. The product is [O:17]([C:24]1[CH:25]=[CH:26][C:27]([NH:28][C:2]2[C:7]([C:8]#[N:9])=[CH:6][N:5]=[C:4]3[C:10]4[CH:16]=[CH:15][CH:14]=[CH:13][C:11]=4[S:12][C:3]=23)=[CH:29][CH:30]=1)[C:18]1[CH:23]=[CH:22][CH:21]=[CH:20][CH:19]=1. The yield is 0.600. (10) The reactants are [CH2:1]([C@H:8]1[C@@H:12]([C@H:13]2[CH2:17][C@@H:16]([O:18][C:19]3[CH:24]=[CH:23][CH:22]=[CH:21][CH:20]=3)[CH2:15][N:14]2[C:25]([O:27][C:28]([CH3:31])([CH3:30])[CH3:29])=[O:26])[O:11]C(=O)[NH:9]1)[C:2]1[CH:7]=[CH:6][CH:5]=[CH:4][CH:3]=1. The catalyst is O1CCOCC1.O.C(Cl)Cl.[Cl-].[Na+].O. The product is [NH2:9][C@@H:8]([CH2:1][C:2]1[CH:3]=[CH:4][CH:5]=[CH:6][CH:7]=1)[C@@H:12]([C@H:13]1[CH2:17][C@@H:16]([O:18][C:19]2[CH:24]=[CH:23][CH:22]=[CH:21][CH:20]=2)[CH2:15][N:14]1[C:25]([O:27][C:28]([CH3:30])([CH3:31])[CH3:29])=[O:26])[OH:11]. The yield is 0.490.